Dataset: Antibody paratope prediction from SAbDab with 1,023 antibody chains. Task: Token-level Classification. Given an antibody amino acid sequence, predict which amino acid positions are active in antigen binding. Output is a list of indices for active paratope positions. Given the antibody sequence: EVQLVESGGGLVQPGGSLRLSCAASGFTFTSTGISWVRQAPGKGLEWVGRTHLGDGSTNYADSVKGRFTISADTSKNTAYLQMNSLRAEDTAVYYCARTYGIYDLYVDYTEYVMDYWGQGTLVTVSS, which amino acid positions are active in antigen binding (paratope)? The paratope positions are: [52, 83, 84, 85, 104, 105, 106, 107, 108, 109, 110, 111, 112, 113].